Dataset: Experimentally validated miRNA-target interactions with 360,000+ pairs, plus equal number of negative samples. Task: Binary Classification. Given a miRNA mature sequence and a target amino acid sequence, predict their likelihood of interaction. The miRNA is mmu-miR-3070-2-3p with sequence UGGUGCUAUGGUCAGGGGUAGA. The protein sequence of the target gene is MPGPQGGRGAATMSLGKLSPVGWVSSSQGKRRLTADMISHPLGDFRHTMHVGRGGDVFGDTSFLSNHGGSSGSTHRSPRSFLAKKLQLVRRVGAPPRRMASPPAPSPAPPAISPIIKNAISLPQLNQAAYDSLVVGKLSFDSSPTSSTDGHSSYGLDSGFCTISRLPRSEKPHDRDRDGSFPSEPGLRRSDSLLSFRLDLDLGPSLLSELLGVMSLPEAPAAETPAPAANPPAPTANPTGPAANPPATTANPPAPAANPSAPAATPTGPAANPPAPAASSTPHGHCPNGVTAGLGPVAEV.... Result: 0 (no interaction).